This data is from Full USPTO retrosynthesis dataset with 1.9M reactions from patents (1976-2016). The task is: Predict the reactants needed to synthesize the given product. (1) Given the product [CH2:48]([O:50][C:51](=[O:60])[CH2:52][C:53]1[CH:54]=[N:55][C:56]([C:24]2[CH:25]=[CH:26][C:21]([C:16]([CH2:19][CH3:20])([C:13]3[CH:14]=[CH:15][C:10](/[CH:9]=[CH:8]/[C:7]([OH:6])([C:42]([F:44])([F:45])[F:43])[C:38]([F:41])([F:40])[F:39])=[C:11]([CH3:37])[CH:12]=3)[CH2:17][CH3:18])=[CH:22][C:23]=2[CH3:36])=[N:57][CH:58]=1)[CH3:49], predict the reactants needed to synthesize it. The reactants are: C([Si](C)(C)[O:6][C:7]([C:42]([F:45])([F:44])[F:43])([C:38]([F:41])([F:40])[F:39])/[CH:8]=[CH:9]/[C:10]1[CH:15]=[CH:14][C:13]([C:16]([C:21]2[CH:26]=[CH:25][C:24](B3OC(C)(C)C(C)(C)O3)=[C:23]([CH3:36])[CH:22]=2)([CH2:19][CH3:20])[CH2:17][CH3:18])=[CH:12][C:11]=1[CH3:37])(C)(C)C.[CH2:48]([O:50][C:51](=[O:60])[CH2:52][C:53]1[CH:54]=[N:55][C:56](Br)=[N:57][CH:58]=1)[CH3:49].P([O-])([O-])([O-])=O.[K+].[K+].[K+]. (2) Given the product [CH:56]1([C@@H:59]([NH:63][C:64]([C:15]2[C:16]([NH:22][C:12]([NH:11][C:5]3[C:6]([CH3:10])=[CH:7][CH:8]=[CH:9][C:4]=3[CH:1]([CH3:3])[CH3:2])=[O:13])=[CH:17][C:18]3[C:19](=[CH:30][CH:25]=[CH:26][CH:27]=3)[CH:20]=2)=[O:66])[C:60]([OH:62])=[O:61])[CH2:55][CH2:54][CH2:53][CH2:58][CH2:57]1, predict the reactants needed to synthesize it. The reactants are: [CH:1]([C:4]1[CH:9]=[CH:8][CH:7]=[C:6]([CH3:10])[C:5]=1[N:11]=[C:12]=[O:13])([CH3:3])[CH3:2].Cl[C:15]1[CH:20]=[CH:19][CH:18]=[C:17](C)[C:16]=1[N:22]=C=O.[CH2:25]1[CH2:30]CC(N(C(OCC2C3C(=CC=CC=3)C3C2=CC=CC=3)=O)CC(O)=O)[CH2:27][CH2:26]1.[CH2:53]1[CH2:58][CH2:57][CH:56]([C@H:59]([NH:63][C:64]([O:66]CC2C3C(=CC=CC=3)C3C2=CC=CC=3)=O)[C:60]([OH:62])=[O:61])[CH2:55][CH2:54]1. (3) Given the product [NH3:9].[CH2:1]([O:8][NH:9][C:10](=[O:32])[CH2:11][C@H:12]([C:22]1[O:23][C:24]([CH3:31])=[C:25]([C:27]([NH2:35])=[O:29])[N:26]=1)[CH2:13][CH2:14][CH2:15][CH:16]1[CH2:17][CH2:18][CH2:19][CH2:20][CH2:21]1)[C:2]1[CH:3]=[CH:4][CH:5]=[CH:6][CH:7]=1, predict the reactants needed to synthesize it. The reactants are: [CH2:1]([O:8][NH:9][C:10](=[O:32])[CH2:11][C@H:12]([C:22]1[O:23][C:24]([CH3:31])=[C:25]([C:27]([O:29]C)=O)[N:26]=1)[CH2:13][CH2:14][CH2:15][CH:16]1[CH2:21][CH2:20][CH2:19][CH2:18][CH2:17]1)[C:2]1[CH:7]=[CH:6][CH:5]=[CH:4][CH:3]=1.O.O[N:35]1C2C=CC=CC=2N=N1.CN1CCOCC1.Cl.CN(C)CCCN=C=NCC.N.